From a dataset of Full USPTO retrosynthesis dataset with 1.9M reactions from patents (1976-2016). Predict the reactants needed to synthesize the given product. (1) Given the product [CH2:1]([NH:4][C:5]1[CH:10]=[CH:9][C:8]([N:11]2[C:39](=[O:40])[C:33]3[C:32](=[CH:31][CH:30]=[C:35]([C:36]([OH:38])=[O:37])[CH:34]=3)[C:42]2=[O:41])=[CH:7][C:6]=1[C:12]1[O:13][C:14]2[CH:20]=[CH:19][C:18]([C:21]3[O:22][C:23]4[CH:29]=[CH:28][CH:27]=[CH:26][C:24]=4[CH:25]=3)=[CH:17][C:15]=2[N:16]=1)[CH2:2][CH3:3], predict the reactants needed to synthesize it. The reactants are: [CH2:1]([NH:4][C:5]1[CH:10]=[CH:9][C:8]([NH2:11])=[CH:7][C:6]=1[C:12]1[O:13][C:14]2[CH:20]=[CH:19][C:18]([C:21]3[O:22][C:23]4[CH:29]=[CH:28][CH:27]=[CH:26][C:24]=4[CH:25]=3)=[CH:17][C:15]=2[N:16]=1)[CH2:2][CH3:3].[CH:30]1[C:35]([C:36]([OH:38])=[O:37])=[CH:34][C:33]2[C:39]([O:41][C:42](=O)[C:32]=2[CH:31]=1)=[O:40]. (2) Given the product [C:20]([C:24]1[CH:28]=[C:27]([NH:29][C:30]([NH:32][C:33]2[CH:38]=[CH:37][C:36]([O:39][C:40]3[CH:45]=[CH:44][N:43]=[C:42]([NH:6][C:5]4[CH:7]=[C:8]([O:10][CH2:11][CH2:12][CH2:13][N:14]5[CH2:15][CH2:16][O:17][CH2:18][CH2:19]5)[CH:9]=[C:3]([O:2][CH3:1])[CH:4]=4)[N:41]=3)=[C:35]([Cl:47])[C:34]=2[Cl:48])=[O:31])[N:26]([C:49]2[CH:54]=[CH:53][C:52]([CH3:55])=[CH:51][CH:50]=2)[N:25]=1)([CH3:23])([CH3:22])[CH3:21], predict the reactants needed to synthesize it. The reactants are: [CH3:1][O:2][C:3]1[CH:4]=[C:5]([CH:7]=[C:8]([O:10][CH2:11][CH2:12][CH2:13][N:14]2[CH2:19][CH2:18][O:17][CH2:16][CH2:15]2)[CH:9]=1)[NH2:6].[C:20]([C:24]1[CH:28]=[C:27]([NH:29][C:30]([NH:32][C:33]2[CH:38]=[CH:37][C:36]([O:39][C:40]3[CH:45]=[CH:44][N:43]=[C:42](Cl)[N:41]=3)=[C:35]([Cl:47])[C:34]=2[Cl:48])=[O:31])[N:26]([C:49]2[CH:54]=[CH:53][C:52]([CH3:55])=[CH:51][CH:50]=2)[N:25]=1)([CH3:23])([CH3:22])[CH3:21].C([O-])(O)=O.[Na+]. (3) Given the product [C:1]1([NH2:12])[C:6]([F:7])=[C:5]([F:8])[C:4]([F:9])=[C:3]([NH2:10])[C:2]=1[F:11].[ClH:13].[ClH:13].[F:15][C:16]1[CH:17]=[C:18]([N:28]2[CH2:32][CH:31]([CH2:33][NH2:34])[O:30][C:29]2=[O:43])[CH:19]=[CH:20][C:21]=1[N:22]1[CH2:23][CH2:24][O:25][CH2:26][CH2:27]1, predict the reactants needed to synthesize it. The reactants are: [C:1]1([NH2:12])[C:6]([F:7])=[C:5]([F:8])[C:4]([F:9])=[C:3]([NH2:10])[C:2]=1[F:11].[ClH:13].Cl.[F:15][C:16]1[CH:17]=[C:18]([N:28]2[CH2:32][CH:31]([CH2:33][NH:34]C(C3C=CC=CC=3)C)[O:30][C:29]2=[O:43])[CH:19]=[CH:20][C:21]=1[N:22]1[CH2:27][CH2:26][O:25][CH2:24][CH2:23]1.